Dataset: Reaction yield outcomes from USPTO patents with 853,638 reactions. Task: Predict the reaction yield, written as a fraction of the theoretical maximum amount of product (1.0 means a 100% yield; for example, 0.34 means a 34% yield). (1) The reactants are [C:1]([C:4]1[C:22](=[O:23])[C@@:8]2([CH3:24])[C:9]3[C:15]([OH:16])=[CH:14][C:13]([O:17][CH3:18])=[C:12]([C:19]([NH2:21])=[O:20])[C:10]=3[O:11][C:7]2=[CH:6][C:5]=1[OH:25])(=[O:3])[CH3:2].[F:26][C:27]1[C:36]2[C:31](=[CH:32][CH:33]=[CH:34][CH:35]=2)[C:30]([CH:37]=O)=[CH:29][CH:28]=1.C([SiH](CC)CC)C.FC(F)(F)C(O)=O. The catalyst is C1(C)C=CC=CC=1. The product is [C:1]([C:4]1[C:22](=[O:23])[C@@:8]2([CH3:24])[C:9]3[C:15]([OH:16])=[CH:14][C:13]([O:17][CH3:18])=[C:12]([C:19]([NH:21][CH2:37][C:30]4[C:31]5[C:36](=[CH:35][CH:34]=[CH:33][CH:32]=5)[C:27]([F:26])=[CH:28][CH:29]=4)=[O:20])[C:10]=3[O:11][C:7]2=[CH:6][C:5]=1[OH:25])(=[O:3])[CH3:2]. The yield is 0.600. (2) The reactants are F[C:2]1[CH:3]=[C:4]2[C:8](=[CH:9][C:10]=1[F:11])[N:7]([S:12]([C:15]1[CH:20]=[CH:19][CH:18]=[CH:17][CH:16]=1)(=[O:14])=[O:13])[CH:6]=[C:5]2[C:21]1[CH:22]=[N:23][N:24](CC2CCNCC2)[CH:25]=1.CS(O[CH2:38][CH2:39][N:40]1[CH2:44][CH2:43][CH2:42][C:41]1=[O:45])(=O)=O.C([O-])([O-])=O.[Cs+].[Cs+]. The catalyst is CN(C=O)C.O. The product is [F:11][C:10]1[CH:9]=[C:8]2[C:4]([C:5]([C:21]3[CH:22]=[N:23][N:24]([CH2:38][CH2:39][N:40]4[CH2:44][CH2:43][CH2:42][C:41]4=[O:45])[CH:25]=3)=[CH:6][N:7]2[S:12]([C:15]2[CH:20]=[CH:19][CH:18]=[CH:17][CH:16]=2)(=[O:14])=[O:13])=[CH:3][CH:2]=1. The yield is 0.480. (3) The reactants are [CH2:1]([N:8]([CH2:16][C:17]1[CH:22]=[CH:21][CH:20]=[CH:19][CH:18]=1)[CH:9]([CH2:14][OH:15])[C:10]([O:12][CH3:13])=[O:11])[C:2]1[CH:7]=[CH:6][CH:5]=[CH:4][CH:3]=1.S([O-])([O-])(=O)=O.[Na+].[Na+].[F:30][C:31]([F:39])(S(F)(=O)=O)C(O)=O. The catalyst is C(#N)C. The product is [CH2:16]([N:8]([CH2:1][C:2]1[CH:3]=[CH:4][CH:5]=[CH:6][CH:7]=1)[CH:9]([CH2:14][O:15][CH:31]([F:39])[F:30])[C:10]([O:12][CH3:13])=[O:11])[C:17]1[CH:18]=[CH:19][CH:20]=[CH:21][CH:22]=1. The yield is 0.0480. (4) The reactants are [Cl:1][C:2]1[C:7]([C:8]([F:11])([F:10])[F:9])=[CH:6][N:5]=[C:4]2[NH:12][CH:13]=[C:14]([N+:15]([O-])=O)[C:3]=12.[OH-].[Na+]. The catalyst is Cl. The product is [Cl:1][C:2]1[C:7]([C:8]([F:11])([F:9])[F:10])=[CH:6][N:5]=[C:4]2[NH:12][CH:13]=[C:14]([NH2:15])[C:3]=12. The yield is 0.890. (5) The reactants are [CH2:1]([C:3]1[S:28][C:6]2[N:7]([CH2:13][C:14]3[CH:19]=[CH:18][C:17]([C:20]4[C:21]([C:26]#[N:27])=[CH:22][CH:23]=[CH:24][CH:25]=4)=[CH:16][CH:15]=3)[C:8](=[O:12])[NH:9][C:10](=[O:11])[C:5]=2[CH:4]=1)[CH3:2].Br[CH2:30][C:31]([C:33]1[S:34][C:35]([C:38]2[CH:43]=[CH:42][CH:41]=[CH:40][N:39]=2)=[CH:36][CH:37]=1)=[O:32].[H-].[Na+].[Cl-].O[NH3+:48].[C:49](=[O:52])([O-])[OH:50].[Na+]. The catalyst is C(OCC)(=O)C.CS(C)=O.C(Cl)(Cl)Cl.CN(C)C=O. The product is [CH2:1]([C:3]1[S:28][C:6]2[N:7]([CH2:13][C:14]3[CH:19]=[CH:18][C:17]([C:20]4[CH:25]=[CH:24][CH:23]=[CH:22][C:21]=4[C:26]4[NH:48][C:49](=[O:52])[O:50][N:27]=4)=[CH:16][CH:15]=3)[C:8](=[O:12])[N:9]([CH2:30][C:31](=[O:32])[C:33]3[S:34][C:35]([C:38]4[CH:43]=[CH:42][CH:41]=[CH:40][N:39]=4)=[CH:36][CH:37]=3)[C:10](=[O:11])[C:5]=2[CH:4]=1)[CH3:2]. The yield is 0.150.